This data is from Full USPTO retrosynthesis dataset with 1.9M reactions from patents (1976-2016). The task is: Predict the reactants needed to synthesize the given product. (1) Given the product [CH:36]1([CH2:35][CH2:34][N:23]([C:21]2[CH:20]=[CH:19][CH:18]=[C:17]([CH2:16][O:15][N:14]=[C:7]([C:6]3[N:2]([CH3:1])[N:3]=[N:4][N:5]=3)[C:8]3[CH:13]=[CH:12][CH:11]=[CH:10][CH:9]=3)[N:22]=2)[C:24](=[O:30])[O:25][C:26]([CH3:27])([CH3:29])[CH3:28])[CH2:41][CH2:40][CH2:39][CH2:38][CH2:37]1, predict the reactants needed to synthesize it. The reactants are: [CH3:1][N:2]1[C:6]([C:7](=[N:14][O:15][CH2:16][C:17]2[N:22]=[C:21]([NH:23][C:24](=[O:30])[O:25][C:26]([CH3:29])([CH3:28])[CH3:27])[CH:20]=[CH:19][CH:18]=2)[C:8]2[CH:13]=[CH:12][CH:11]=[CH:10][CH:9]=2)=[N:5][N:4]=[N:3]1.[H-].[Na+].Br[CH2:34][CH2:35][CH:36]1[CH2:41][CH2:40][CH2:39][CH2:38][CH2:37]1.O. (2) Given the product [Cl:1][C:2]1[S:6][C:5]([C:7]([OH:9])=[O:8])=[CH:4][C:3]=1[C:11]1[N:15]([CH3:16])[N:14]=[CH:13][C:12]=1[Cl:24], predict the reactants needed to synthesize it. The reactants are: [Cl:1][C:2]1[S:6][C:5]([C:7]([O:9]C)=[O:8])=[CH:4][C:3]=1[C:11]1[N:15]([CH3:16])[N:14]=[CH:13][CH:12]=1.C1C(=O)N([Cl:24])C(=O)C1.[OH-].[Na+]. (3) Given the product [CH2:16]([O:18][C:19]([C:21]1([NH:32][C:8](=[O:10])[C:7]2[CH:11]=[CH:12][CH:13]=[C:14]([CH3:15])[C:6]=2[O:5][CH:1]2[CH2:2][CH2:3][CH2:4]2)[CH2:29][C:28]2[C:23](=[CH:24][CH:25]=[C:26]([Cl:31])[C:27]=2[Cl:30])[CH2:22]1)=[O:20])[CH3:17], predict the reactants needed to synthesize it. The reactants are: [CH:1]1([O:5][C:6]2[C:14]([CH3:15])=[CH:13][CH:12]=[CH:11][C:7]=2[C:8]([OH:10])=O)[CH2:4][CH2:3][CH2:2]1.[CH2:16]([O:18][C:19]([C:21]1([NH2:32])[CH2:29][C:28]2[C:23](=[CH:24][CH:25]=[C:26]([Cl:31])[C:27]=2[Cl:30])[CH2:22]1)=[O:20])[CH3:17].CN(C(ON1N=NC2C=CC=NC1=2)=[N+](C)C)C.F[P-](F)(F)(F)(F)F.CCN(C(C)C)C(C)C. (4) Given the product [ClH:29].[F:32][C:2]([F:1])([F:31])[C:3]1[CH:4]=[C:5]([NH:13][NH:14][C:15](=[O:30])[CH:16]([C:23]2[CH:28]=[CH:27][CH:26]=[CH:25][C:24]=2[Cl:29])[N:17]2[CH2:22][CH2:21][NH:20][CH2:19][CH2:18]2)[CH:6]=[C:7]([C:9]([F:10])([F:12])[F:11])[CH:8]=1, predict the reactants needed to synthesize it. The reactants are: [F:1][C:2]([F:32])([F:31])[C:3]1[CH:4]=[C:5]([NH:13][NH:14][C:15](=[O:30])[CH:16]([C:23]2[CH:28]=[CH:27][CH:26]=[CH:25][C:24]=2[Cl:29])[N:17]2[CH2:22][CH2:21][NH:20][CH2:19][CH2:18]2)[CH:6]=[C:7]([C:9]([F:12])([F:11])[F:10])[CH:8]=1.Cl.CN1CCN(CC(O)=O)CC1.Cl.CCOCC. (5) The reactants are: [Li+].C[Si]([N-][Si](C)(C)C)(C)C.C1(C)C=CC=CC=1.Cl[C:19]1[C:24]([Cl:25])=[N:23][CH:22]=[CH:21][N:20]=1.[C:26]([O:29][CH2:30][CH3:31])(=[O:28])[CH3:27]. Given the product [Cl:25][C:24]1[C:19]([CH2:27][C:26]([O:29][CH2:30][CH3:31])=[O:28])=[N:20][CH:21]=[CH:22][N:23]=1, predict the reactants needed to synthesize it. (6) Given the product [Cl-:20].[F:14][C:15]([F:28])([F:29])[C:16]1[CH:17]=[C:18]([CH:21]=[C:22]([C:24]([F:27])([F:25])[F:26])[CH:23]=1)[CH2:19][N+:6]1[C:7]2[CH:13]=[CH:12][CH:11]=[CH:10][C:8]=2[N:9]2[C:2]([CH3:1])=[CH:3][S:4][C:5]=12, predict the reactants needed to synthesize it. The reactants are: [CH3:1][C:2]1[N:9]2[C:5](=[N:6][C:7]3[CH:13]=[CH:12][CH:11]=[CH:10][C:8]=32)[S:4][CH:3]=1.[F:14][C:15]([F:29])([F:28])[C:16]1[CH:17]=[C:18]([CH:21]=[C:22]([C:24]([F:27])([F:26])[F:25])[CH:23]=1)[CH2:19][Cl:20]. (7) Given the product [CH3:53][Si:52]([CH3:55])([CH3:54])[C:3]1[CH:4]=[CH:5][CH:1]([C:6]([C:28]2[CH:33]=[CH:32][CH:31]=[CH:30][CH:29]=2)([C:34]2[CH:39]=[CH:38][CH:37]=[CH:36][CH:35]=2)[C:7]2[C:19]3[CH2:18][C:17]4[C:12](=[CH:13][C:14]([C:20]([CH3:23])([CH3:22])[CH3:21])=[CH:15][CH:16]=4)[C:11]=3[CH:10]=[C:9]([C:24]([CH3:26])([CH3:27])[CH3:25])[CH:8]=2)[CH:2]=1, predict the reactants needed to synthesize it. The reactants are: [CH:1]1([C:6]([C:34]2[CH:39]=[CH:38][CH:37]=[CH:36][CH:35]=2)([C:28]2[CH:33]=[CH:32][CH:31]=[CH:30][CH:29]=2)[C:7]2[C:19]3[CH2:18][C:17]4[C:12](=[CH:13][C:14]([C:20]([CH3:23])([CH3:22])[CH3:21])=[CH:15][CH:16]=4)[C:11]=3[CH:10]=[C:9]([C:24]([CH3:27])([CH3:26])[CH3:25])[CH:8]=2)[CH:5]=[CH:4][CH:3]=[CH:2]1.CCCCCC.C([Li])CCC.Cl[Si:52]([CH3:55])([CH3:54])[CH3:53]. (8) The reactants are: [CH3:1][C:2]1([CH3:23])[CH2:11][CH2:10][C:9]([CH3:13])([CH3:12])[C:8]2[CH:7]=[C:6]([CH:14]([CH2:18][CH2:19][CH2:20][CH2:21][CH3:22])[C:15]([OH:17])=[O:16])[CH:5]=[CH:4][C:3]1=2.[CH2:24]([O:31][C:32](=[O:40])[C:33]1[CH:38]=[CH:37][C:36](O)=[CH:35][CH:34]=1)[C:25]1[CH:30]=[CH:29][CH:28]=[CH:27][CH:26]=1.C1(N=C=NC2CCCCC2)CCCCC1. Given the product [CH2:24]([O:31][C:32](=[O:40])[C:33]1[CH:38]=[CH:37][C:36]([O:16][C:15](=[O:17])[CH:14]([C:6]2[CH:5]=[CH:4][C:3]3[C:2]([CH3:23])([CH3:1])[CH2:11][CH2:10][C:9]([CH3:12])([CH3:13])[C:8]=3[CH:7]=2)[CH2:18][CH2:19][CH2:20][CH2:21][CH3:22])=[CH:35][CH:34]=1)[C:25]1[CH:26]=[CH:27][CH:28]=[CH:29][CH:30]=1, predict the reactants needed to synthesize it. (9) Given the product [BrH:23].[Br:23][CH:13]([CH3:14])[CH2:12][NH:11][CH2:10][CH2:9][C:6]1[CH:7]=[CH:8][C:3]([O:2][CH3:1])=[CH:4][CH:5]=1, predict the reactants needed to synthesize it. The reactants are: [CH3:1][O:2][C:3]1[CH:8]=[CH:7][C:6]([CH2:9][CH2:10][NH:11][CH2:12][CH:13](O)[CH3:14])=[CH:5][CH:4]=1.CN(C)C=O.S(Br)([Br:23])=O.C(OCC)C.